This data is from Forward reaction prediction with 1.9M reactions from USPTO patents (1976-2016). The task is: Predict the product of the given reaction. (1) Given the reactants Br[C:2]1[CH:7]=[CH:6][CH:5]=[CH:4][N:3]=1.ClCCl.[Cl-].[CH2:12]([Zn+])[C:13]([CH3:16])([CH3:15])[CH3:14].[Cl-].[NH4+], predict the reaction product. The product is: [CH2:12]([C:2]1[CH:7]=[CH:6][CH:5]=[CH:4][N:3]=1)[C:13]([CH3:16])([CH3:15])[CH3:14]. (2) Given the reactants [F:1][C:2]1[CH:16]=[CH:15][C:5]([C:6]([NH:8][C:9]2[CH:14]=[CH:13][CH:12]=[CH:11][CH:10]=2)=[O:7])=[CH:4][C:3]=1[N+:17]([O-])=O, predict the reaction product. The product is: [NH2:17][C:3]1[CH:4]=[C:5]([CH:15]=[CH:16][C:2]=1[F:1])[C:6]([NH:8][C:9]1[CH:14]=[CH:13][CH:12]=[CH:11][CH:10]=1)=[O:7].